This data is from CYP2C9 inhibition data for predicting drug metabolism from PubChem BioAssay. The task is: Regression/Classification. Given a drug SMILES string, predict its absorption, distribution, metabolism, or excretion properties. Task type varies by dataset: regression for continuous measurements (e.g., permeability, clearance, half-life) or binary classification for categorical outcomes (e.g., BBB penetration, CYP inhibition). Dataset: cyp2c9_veith. The compound is CNc1nc(-c2cccc(C#N)c2)nc2ccccc12. The result is 0 (non-inhibitor).